From a dataset of Full USPTO retrosynthesis dataset with 1.9M reactions from patents (1976-2016). Predict the reactants needed to synthesize the given product. (1) Given the product [C:31]([O:35][C:36](=[O:48])[CH2:37][O:38][C:39]1[CH:44]=[CH:43][C:42]([Cl:45])=[CH:41][C:40]=1[C:46]#[C:47][C:50]1[CH:51]=[C:52]([S:57]([N:60]([CH2:62][CH2:63][N:64]([CH3:66])[CH3:65])[CH3:61])(=[O:59])=[O:58])[CH:53]=[CH:54][C:55]=1[CH3:56])([CH3:34])([CH3:33])[CH3:32], predict the reactants needed to synthesize it. The reactants are: C(OC(=O)COC1C=CC(Cl)=CC=1C#CC1C=CC=C(S(CCC)(=O)=O)C=1)(C)(C)C.[C:31]([O:35][C:36](=[O:48])[CH2:37][O:38][C:39]1[CH:44]=[CH:43][C:42]([Cl:45])=[CH:41][C:40]=1[C:46]#[CH:47])([CH3:34])([CH3:33])[CH3:32].Br[C:50]1[CH:51]=[C:52]([S:57]([N:60]([CH2:62][CH2:63][N:64]([CH3:66])[CH3:65])[CH3:61])(=[O:59])=[O:58])[CH:53]=[CH:54][C:55]=1[CH3:56]. (2) The reactants are: [I:1][C:2]1[N:7]([CH2:8][CH2:9][O:10][CH3:11])[C:6](=[S:12])[NH:5][C:4](=[O:13])[CH:3]=1.[CH:14](N(C(C)C)CC)(C)C.IC. Given the product [I:1][C:2]1[N:7]([CH2:8][CH2:9][O:10][CH3:11])[C:6]([S:12][CH3:14])=[N:5][C:4](=[O:13])[CH:3]=1, predict the reactants needed to synthesize it. (3) Given the product [O:37]1[CH2:38][CH2:39][CH:34]([NH:33][C:24]([C:19]2[NH:20][C:21]3[C:17]([C:18]=2[C:27]2[CH:32]=[CH:31][N:30]=[CH:29][CH:28]=2)=[CH:16][C:15]([NH:14][S:11]([C:8]2[CH:9]=[CH:10][C:5]([C:1]([CH3:3])([CH3:2])[CH3:4])=[CH:6][CH:7]=2)(=[O:12])=[O:13])=[CH:23][CH:22]=3)=[O:26])[CH2:35][CH2:36]1, predict the reactants needed to synthesize it. The reactants are: [C:1]([C:5]1[CH:10]=[CH:9][C:8]([S:11]([NH:14][C:15]2[CH:16]=[C:17]3[C:21](=[CH:22][CH:23]=2)[NH:20][C:19]([C:24]([OH:26])=O)=[C:18]3[C:27]2[CH:32]=[CH:31][N:30]=[CH:29][CH:28]=2)(=[O:13])=[O:12])=[CH:7][CH:6]=1)([CH3:4])([CH3:3])[CH3:2].[NH2:33][CH:34]1[CH2:39][CH2:38][O:37][CH2:36][CH2:35]1. (4) Given the product [Cl:22][C:20]1[CH:21]=[C:7]2[C:6]([OH:23])=[C:5]([C:3]([NH:24][CH2:25][C:26]([OH:28])=[O:27])=[O:4])[C:10](=[O:11])[N:9]([CH2:12][C:13]3[CH:18]=[CH:17][CH:16]=[CH:15][N:14]=3)[N:8]2[CH:19]=1, predict the reactants needed to synthesize it. The reactants are: CO[C:3]([C:5]1[C:10](=[O:11])[N:9]([CH2:12][C:13]2[CH:18]=[CH:17][CH:16]=[CH:15][N:14]=2)[N:8]2[CH:19]=[C:20]([Cl:22])[CH:21]=[C:7]2[C:6]=1[OH:23])=[O:4].[NH2:24][CH2:25][C:26]([O-:28])=[O:27].[Na+]. (5) Given the product [CH3:24][C:22]1[CH:23]=[C:18]([CH:16]=[CH:13][C:12](=[O:14])[C:7]2[S:8][C:9]([CH3:11])=[C:10]3[C:6]=2[CH2:5][C@H:4]2[C:2]([CH3:15])([CH3:1])[C@H:3]23)[CH:19]=[C:20]([CH3:30])[C:21]=1[CH:25]=[CH:26][C:27]([OH:29])=[O:28], predict the reactants needed to synthesize it. The reactants are: [CH3:1][C:2]1([CH3:15])[C@@H:4]2[CH2:5][C:6]3[C:10]([C@H:3]12)=[C:9]([CH3:11])[S:8][C:7]=3[C:12](=[O:14])[CH3:13].[CH:16]([C:18]1[CH:23]=[C:22]([CH3:24])[C:21]([CH:25]=[CH:26][C:27]([OH:29])=[O:28])=[C:20]([CH3:30])[CH:19]=1)=O.Cl. (6) The reactants are: [N:1]12[CH2:7][C:4]([C:8]([C:16]3[CH:21]=[CH:20][CH:19]=[CH:18][CH:17]=3)([C:10]3[CH:15]=[CH:14][CH:13]=[CH:12][CH:11]=3)[OH:9])([CH2:5][CH2:6]1)[CH2:3][CH2:2]2.[Br:22][CH2:23][CH:24]1[CH2:29][CH2:28][CH2:27][CH2:26][CH2:25]1. Given the product [Br-:22].[CH:24]1([CH2:23][N+:1]23[CH2:7][C:4]([C:8]([OH:9])([C:16]4[CH:21]=[CH:20][CH:19]=[CH:18][CH:17]=4)[C:10]4[CH:15]=[CH:14][CH:13]=[CH:12][CH:11]=4)([CH2:5][CH2:6]2)[CH2:3][CH2:2]3)[CH2:29][CH2:28][CH2:27][CH2:26][CH2:25]1, predict the reactants needed to synthesize it. (7) The reactants are: [NH:1]([C:22]([O:24][C:25]([CH3:28])([CH3:27])[CH3:26])=[O:23])[C@H:2]([C:18]([O:20][CH3:21])=[O:19])[CH2:3][CH2:4][CH2:5][CH2:6][NH:7]C(OCC1C=CC=CC=1)=O.C(OCC)(=O)C. Given the product [NH:1]([C:22]([O:24][C:25]([CH3:28])([CH3:27])[CH3:26])=[O:23])[C@H:2]([C:18]([O:20][CH3:21])=[O:19])[CH2:3][CH2:4][CH2:5][CH2:6][NH2:7], predict the reactants needed to synthesize it. (8) Given the product [S:1]1[C:5]2[CH:6]=[C:7]([N:10]3[CH2:11][CH:12]([CH3:16])[NH:19][C:22]3=[O:31])[CH:8]=[CH:9][C:4]=2[N:3]=[CH:2]1, predict the reactants needed to synthesize it. The reactants are: [S:1]1[C:5]2[CH:6]=[C:7]([NH:10][CH2:11][CH:12]([CH3:16])C(O)=O)[CH:8]=[CH:9][C:4]=2[N:3]=[CH:2]1.C([N:19]([CH2:22]C)CC)C.C1C=CC(P(N=[N+]=[N-])(C2C=CC=CC=2)=[O:31])=CC=1.C1(C)C=CC=CC=1.